Task: Predict the reactants needed to synthesize the given product.. Dataset: Full USPTO retrosynthesis dataset with 1.9M reactions from patents (1976-2016) (1) Given the product [CH2:12]([O:19][C:20]1[CH:27]=[CH:26][C:23]([CH2:24][NH2:25])=[C:22]([F:28])[CH:21]=1)[C:13]1[CH:14]=[CH:15][CH:16]=[CH:17][CH:18]=1, predict the reactants needed to synthesize it. The reactants are: [H-].[Al+3].[Li+].[H-].[H-].[H-].C1COCC1.[CH2:12]([O:19][C:20]1[CH:27]=[CH:26][C:23]([C:24]#[N:25])=[C:22]([F:28])[CH:21]=1)[C:13]1[CH:18]=[CH:17][CH:16]=[CH:15][CH:14]=1.[OH-].[Na+]. (2) Given the product [NH2:1][C:4]1[CH:5]=[C:6]([C:15]([CH3:16])([CH3:17])[CH3:18])[C:7]([OH:14])=[C:8]([C:10]([CH3:13])([CH3:12])[CH3:11])[CH:9]=1, predict the reactants needed to synthesize it. The reactants are: [N+:1]([C:4]1[CH:9]=[C:8]([C:10]([CH3:13])([CH3:12])[CH3:11])[C:7]([OH:14])=[C:6]([C:15]([CH3:18])([CH3:17])[CH3:16])[CH:5]=1)([O-])=O.[H][H]. (3) Given the product [NH:63]1[C:64]2[C:69](=[CH:68][CH:67]=[CH:66][CH:65]=2)[C:61]([CH:58]2[CH2:59][CH2:60][N:55]([C:6]([C:5]3[CH:4]=[C:3]([CH:11]=[CH:10][CH:9]=3)[C:1]#[N:2])=[O:8])[CH2:56][CH2:57]2)=[CH:62]1, predict the reactants needed to synthesize it. The reactants are: [C:1]([C:3]1[CH:4]=[C:5]([CH:9]=[CH:10][CH:11]=1)[C:6]([OH:8])=O)#[N:2].CN(C(ON1N=NC2C=CC=CC1=2)=[N+](C)C)C.F[P-](F)(F)(F)(F)F.C1C=CC2N(O)N=NC=2C=1.CCN(C(C)C)C(C)C.[NH:55]1[CH2:60][CH2:59][CH:58]([C:61]2[C:69]3[C:64](=[CH:65][CH:66]=[CH:67][CH:68]=3)[NH:63][CH:62]=2)[CH2:57][CH2:56]1. (4) The reactants are: Br[CH2:2][C:3]1[N:13]([CH2:14][C:15]([CH3:18])([CH3:17])[CH3:16])[C:6]2[N:7]=[C:8]([C:11]#[N:12])[N:9]=[CH:10][C:5]=2[CH:4]=1.Cl.[CH2:20]([N:27]1[CH2:38][CH2:37][C:30]2([O:34][C:33](=[O:35])[NH:32][C:31]2=[O:36])[CH2:29][CH2:28]1)[C:21]1[CH:26]=[CH:25][CH:24]=[CH:23][CH:22]=1.C([O-])([O-])=O.[K+].[K+].C(N(CC)CC)C. Given the product [CH2:20]([N:27]1[CH2:38][CH2:37][C:30]2([O:34][C:33](=[O:35])[N:32]([CH2:2][C:3]3[N:13]([CH2:14][C:15]([CH3:18])([CH3:17])[CH3:16])[C:6]4[N:7]=[C:8]([C:11]#[N:12])[N:9]=[CH:10][C:5]=4[CH:4]=3)[C:31]2=[O:36])[CH2:29][CH2:28]1)[C:21]1[CH:22]=[CH:23][CH:24]=[CH:25][CH:26]=1, predict the reactants needed to synthesize it.